Dataset: Full USPTO retrosynthesis dataset with 1.9M reactions from patents (1976-2016). Task: Predict the reactants needed to synthesize the given product. (1) The reactants are: [CH3:1][C:2]1[C:7]([N+:8]([O-:10])=[O:9])=[CH:6][N:5]=[C:4]([NH:11][C:12]2[CH:17]=[CH:16][C:15]([CH2:18][CH2:19][OH:20])=[CH:14][CH:13]=2)[C:3]=1[N+:21]([O-])=O.C(N(CC)CC)C.C(O)=O. Given the product [NH2:21][C:3]1[C:4]([NH:11][C:12]2[CH:17]=[CH:16][C:15]([CH2:18][CH2:19][OH:20])=[CH:14][CH:13]=2)=[N:5][CH:6]=[C:7]([N+:8]([O-:10])=[O:9])[C:2]=1[CH3:1], predict the reactants needed to synthesize it. (2) The reactants are: [N:1]([CH2:4][C@@H:5]1[CH2:10][N:9]([C:11]([O:13][C:14]([CH3:17])([CH3:16])[CH3:15])=[O:12])[C:8]2[CH:18]=[CH:19][CH:20]=[C:21](Br)[C:7]=2[O:6]1)=[N+:2]=[N-:3].O.[Cl:24][C:25]1[CH:30]=[C:29]([Cl:31])[CH:28]=[CH:27][C:26]=1B(O)O.C(=O)([O-])[O-].[K+].[K+]. Given the product [N:1]([CH2:4][C@@H:5]1[CH2:10][N:9]([C:11]([O:13][C:14]([CH3:17])([CH3:16])[CH3:15])=[O:12])[C:8]2[CH:18]=[CH:19][CH:20]=[C:21]([C:28]3[CH:27]=[CH:26][C:25]([Cl:24])=[CH:30][C:29]=3[Cl:31])[C:7]=2[O:6]1)=[N+:2]=[N-:3], predict the reactants needed to synthesize it. (3) Given the product [Cl:7][C:8]1[CH:9]=[CH:10][C:11]([O:23][CH2:24][C:25]2[CH:26]=[CH:27][CH:28]=[CH:29][CH:30]=2)=[C:12]([CH2:14][N:15]2[C:19]([CH3:20])=[CH:18][C:17]([C:21]3[NH:22][N:5]=[N:4][N:3]=3)=[N:16]2)[CH:13]=1, predict the reactants needed to synthesize it. The reactants are: [Cl-].[NH4+].[N-:3]=[N+:4]=[N-:5].[Na+].[Cl:7][C:8]1[CH:9]=[CH:10][C:11]([O:23][CH2:24][C:25]2[CH:30]=[CH:29][CH:28]=[CH:27][CH:26]=2)=[C:12]([CH2:14][N:15]2[C:19]([CH3:20])=[CH:18][C:17]([C:21]#[N:22])=[N:16]2)[CH:13]=1. (4) Given the product [NH2:1][C:4]1[CH:12]=[CH:11][CH:10]=[C:9]2[C:5]=1[CH2:6][N:7]([C:13](=[O:16])[CH:14]=[CH2:15])[CH2:8]2, predict the reactants needed to synthesize it. The reactants are: [N+:1]([C:4]1[CH:12]=[CH:11][CH:10]=[C:9]2[C:5]=1[CH2:6][N:7]([C:13](=[O:16])[CH:14]=[CH2:15])[CH2:8]2)([O-])=O.O.[Cl-].[NH4+].